From a dataset of Forward reaction prediction with 1.9M reactions from USPTO patents (1976-2016). Predict the product of the given reaction. (1) Given the reactants [CH3:1][O:2][C:3]1[CH:8]=[CH:7][C:6]([CH2:9]O)=[C:5]([CH3:11])[CH:4]=1.P(Br)(Br)[Br:13], predict the reaction product. The product is: [Br:13][CH2:9][C:6]1[CH:7]=[CH:8][C:3]([O:2][CH3:1])=[CH:4][C:5]=1[CH3:11]. (2) Given the reactants [CH3:1][C:2]([NH:4][CH2:5][CH2:6][C:7]1[C:11]2[CH:12]=[C:13]([O:16][CH3:17])[CH:14]=[CH:15][C:10]=2[NH:9][CH:8]=1)=[O:3].[OH-].[Na+].[C:20]1([S:26](Cl)(=[O:28])=[O:27])[CH:25]=[CH:24][CH:23]=[CH:22][CH:21]=1, predict the reaction product. The product is: [CH3:17][O:16][C:13]1[CH:12]=[C:11]2[C:10](=[CH:15][CH:14]=1)[N:9]([S:26]([C:20]1[CH:25]=[CH:24][CH:23]=[CH:22][CH:21]=1)(=[O:28])=[O:27])[CH:8]=[C:7]2[CH2:6][CH2:5][NH:4][C:2](=[O:3])[CH3:1]. (3) Given the reactants [Cl:1][C:2]1[CH:7]=[CH:6][C:5]([C:8]2[N:12]3[CH:13]=[C:14]([C:17]4[CH:25]=[CH:24][C:20]([C:21](O)=[O:22])=[CH:19][CH:18]=4)[CH:15]=[CH:16][C:11]3=[N:10][CH:9]=2)=[CH:4][CH:3]=1.[CH3:26]N(C(ON1N=NC2C=CC=NC1=2)=[N+](C)C)C.F[P-](F)(F)(F)(F)F.CN1CCOCC1.[NH:57]1[CH2:62][CH2:61][CH:60]([NH:63][C:64](=[O:70])[O:65][C:66]([CH3:69])([CH3:68])[CH3:67])[CH2:59][CH2:58]1, predict the reaction product. The product is: [Cl:1][C:2]1[CH:7]=[CH:6][C:5]([C:8]2[N:12]3[CH:13]=[C:14]([C:17]4[CH:25]=[CH:24][C:20]([C:21]([N:57]5[CH2:58][CH2:59][C:60]([NH:63][C:64](=[O:70])[O:65][C:66]([CH3:67])([CH3:69])[CH3:68])([CH3:26])[CH2:61][CH2:62]5)=[O:22])=[CH:19][CH:18]=4)[CH:15]=[CH:16][C:11]3=[N:10][CH:9]=2)=[CH:4][CH:3]=1. (4) The product is: [OH:26][CH:25]([C:2]1[CH:7]=[CH:6][C:5]([CH:8]([CH3:10])[CH3:9])=[CH:4][CH:3]=1)[C:24]1[C:27]([CH3:32])=[CH:28][C:29]([CH3:31])=[CH:30][C:23]=1[OH:22]. Given the reactants Br[C:2]1[CH:7]=[CH:6][C:5]([CH:8]([CH3:10])[CH3:9])=[CH:4][CH:3]=1.C([Li])CCC.CCCCCC.[OH:22][C:23]1[CH:30]=[C:29]([CH3:31])[CH:28]=[C:27]([CH3:32])[C:24]=1[CH:25]=[O:26], predict the reaction product. (5) Given the reactants [N:1]1[CH:6]=[CH:5][CH:4]=[CH:3][N:2]=1.[C:7]1([CH2:13]C(O)=O)[CH:12]=[CH:11][CH:10]=[CH:9][CH:8]=1, predict the reaction product. The product is: [CH2:13]([C:5]1[CH:4]=[CH:3][N:2]=[N:1][CH:6]=1)[C:7]1[CH:12]=[CH:11][CH:10]=[CH:9][CH:8]=1. (6) The product is: [C:1]([O:5][C:6]([N:8]1[CH2:13][CH2:12][N:11]([C:14]2[O:15][C:16]3[C:22]([C:32]4[S:31][CH:35]=[CH:34][N:33]=4)=[CH:21][C:20]([Cl:24])=[C:19]([C:25]([F:28])([F:27])[F:26])[C:17]=3[N:18]=2)[C@@H:10]([CH3:29])[CH2:9]1)=[O:7])([CH3:4])([CH3:3])[CH3:2]. Given the reactants [C:1]([O:5][C:6]([N:8]1[CH2:13][CH2:12][N:11]([C:14]2[O:15][C:16]3[C:22](Br)=[CH:21][C:20]([Cl:24])=[C:19]([C:25]([F:28])([F:27])[F:26])[C:17]=3[N:18]=2)[C@H:10]([CH3:29])[CH2:9]1)=[O:7])([CH3:4])([CH3:3])[CH3:2].[Br-].[S:31]1[CH:35]=[CH:34][N:33]=[C:32]1[Zn+].C(OCC)(=O)C, predict the reaction product. (7) Given the reactants C[Si](C=[N+]=[N-])(C)C.C([N-]C(C)C)(C)C.[Li+].[CH3:16][C:17]([CH3:35])([O:25][CH2:26][CH2:27][N:28]1[CH2:33][CH2:32][C:31](=O)[CH2:30][CH2:29]1)[CH2:18][C:19]1[CH:24]=[CH:23][CH:22]=[CH:21][CH:20]=1.C1C[O:39][CH2:38]C1, predict the reaction product. The product is: [CH3:16][C:17]([CH3:35])([O:25][CH2:26][CH2:27][N:28]1[CH2:33][CH2:32][CH:31]([CH:38]=[O:39])[CH2:30][CH2:29]1)[CH2:18][C:19]1[CH:24]=[CH:23][CH:22]=[CH:21][CH:20]=1. (8) Given the reactants CC1CC[C@H](C(C)=C)CC=1.[CH3:11][C:12]1[C:16]2[CH2:17][CH2:18][CH:19]([CH3:21])[CH2:20][C:15]=2[O:14][CH:13]=1, predict the reaction product. The product is: [CH3:21][C@H:19]1[CH2:20][C:15]2[O:14][CH:13]=[C:12]([CH3:11])[C:16]=2[CH2:17][CH2:18]1.